Dataset: Reaction yield outcomes from USPTO patents with 853,638 reactions. Task: Predict the reaction yield, written as a fraction of the theoretical maximum amount of product (1.0 means a 100% yield; for example, 0.34 means a 34% yield). (1) The product is [F:29][C:2]([F:1])([F:28])[C:3]1[CH:4]=[CH:5][C:6]([O:9][C:10]2[CH:11]=[C:12]([CH:16]=[C:17]3[CH2:22][CH2:21][CH:20]([C:23]([OH:25])=[O:24])[CH2:19][CH2:18]3)[CH:13]=[CH:14][CH:15]=2)=[N:7][CH:8]=1. The catalyst is C(O)C.O. The reactants are [F:1][C:2]([F:29])([F:28])[C:3]1[CH:4]=[CH:5][C:6]([O:9][C:10]2[CH:11]=[C:12]([CH:16]=[C:17]3[CH2:22][CH2:21][CH:20]([C:23]([O:25]CC)=[O:24])[CH2:19][CH2:18]3)[CH:13]=[CH:14][CH:15]=2)=[N:7][CH:8]=1.[OH-].[Na+]. The yield is 0.930. (2) The reactants are Cl[C:2]1[C:7]([CH:8]=O)=[CH:6][N:5]=[C:4]2[NH:10][CH:11]=[CH:12][C:3]=12.Cl.[CH:14]1([NH:20][NH2:21])[CH2:19][CH2:18][CH2:17][CH2:16][CH2:15]1.CCN(C(C)C)C(C)C. The product is [CH:14]1([N:20]2[C:2]3=[C:3]4[CH:12]=[CH:11][NH:10][C:4]4=[N:5][CH:6]=[C:7]3[CH:8]=[N:21]2)[CH2:19][CH2:18][CH2:17][CH2:16][CH2:15]1. The catalyst is CC(O)(C)C. The yield is 0.340. (3) The product is [CH2:17]([N:21]1[C:25]2[CH:26]=[C:27]([C:2]3[N:6]4[CH2:7][CH2:8][CH2:9][C:5]4=[N:4][C:3]=3[C:10]3[CH:15]=[CH:14][C:13]([F:16])=[CH:12][CH:11]=3)[CH:28]=[CH:29][C:24]=2[N:23]=[C:22]1[NH2:33])[CH:18]([CH3:20])[CH3:19]. The yield is 0.310. The reactants are Br[C:2]1[N:6]2[CH2:7][CH2:8][CH2:9][C:5]2=[N:4][C:3]=1[C:10]1[CH:15]=[CH:14][C:13]([F:16])=[CH:12][CH:11]=1.[CH2:17]([N:21]1[C:25]2[CH:26]=[C:27](B(O)O)[CH:28]=[CH:29][C:24]=2[N:23]=[C:22]1[NH2:33])[CH:18]([CH3:20])[CH3:19].C(=O)([O-])[O-].[Na+].[Na+]. The catalyst is C(COC)OC.O.Cl[Pd](Cl)([P](C1C=CC=CC=1)(C1C=CC=CC=1)C1C=CC=CC=1)[P](C1C=CC=CC=1)(C1C=CC=CC=1)C1C=CC=CC=1. (4) The reactants are [Cl:1][C:2]1[CH:10]=[C:9]2[C:5]([C:6]([C:11]([N:13]3[CH2:18][CH2:17][CH:16]([N:19]4[C:23]5[CH:24]=[CH:25][CH:26]=[CH:27][C:22]=5[NH:21][C:20]4=[O:28])[CH2:15][CH2:14]3)=[O:12])=[CH:7][NH:8]2)=[CH:4][CH:3]=1.[H-].[Na+].Cl[CH2:32][C:33]#[N:34]. The catalyst is CN(C=O)C. The product is [Cl:1][C:2]1[CH:10]=[C:9]2[C:5]([C:6]([C:11]([N:13]3[CH2:18][CH2:17][CH:16]([N:19]4[C:23]5[CH:24]=[CH:25][CH:26]=[CH:27][C:22]=5[NH:21][C:20]4=[O:28])[CH2:15][CH2:14]3)=[O:12])=[CH:7][N:8]2[CH2:32][C:33]#[N:34])=[CH:4][CH:3]=1. The yield is 0.140. (5) The reactants are [F:1][C:2]1[C:3]([CH3:23])=[CH:4][CH:5]=[C:6]2[C:11]=1[N:10]=[C:9]([C:12]([O:14][CH3:15])=[O:13])[CH:8]=[C:7]2[C:16]1[CH:21]=[CH:20][C:19]([F:22])=[CH:18][CH:17]=1.C(OOC(=O)C1C=CC=CC=1)(=O)C1C=CC=CC=1.C1C(=O)N([Br:49])C(=O)C1. The catalyst is C(Cl)(Cl)(Cl)Cl. The product is [Br:49][CH2:23][C:3]1[C:2]([F:1])=[C:11]2[C:6]([C:7]([C:16]3[CH:21]=[CH:20][C:19]([F:22])=[CH:18][CH:17]=3)=[CH:8][C:9]([C:12]([O:14][CH3:15])=[O:13])=[N:10]2)=[CH:5][CH:4]=1. The yield is 0.850. (6) No catalyst specified. The yield is 0.810. The product is [I:15][CH:3]1[C:8]([O:11][CH3:12])([O:13][CH3:14])[CH2:5][CH2:6][O:1][CH2:2]1. The reactants are [O:1]1[CH2:6][CH2:5]C(=O)[CH2:3][CH2:2]1.[CH:8]([O:13][CH3:14])([O:11][CH3:12])OC.[I:15]I. (7) The reactants are [BH4-].[Na+].[C:3]([C:6]1[CH:10]=[C:9]([C:11]([NH:13][C@@H:14]([CH2:30][CH3:31])[CH2:15][N:16]2[CH:20]=[CH:19][C:18]([C:21]3[CH:26]=[CH:25][C:24]([C:27]#[N:28])=[C:23]([Cl:29])[CH:22]=3)=[N:17]2)=[O:12])[NH:8][N:7]=1)(=[O:5])[CH3:4]. The catalyst is CCO. The product is [Cl:29][C:23]1[CH:22]=[C:21]([C:18]2[CH:19]=[CH:20][N:16]([CH2:15][C@@H:14]([NH:13][C:11]([C:9]3[NH:8][N:7]=[C:6]([CH:3]([OH:5])[CH3:4])[CH:10]=3)=[O:12])[CH2:30][CH3:31])[N:17]=2)[CH:26]=[CH:25][C:24]=1[C:27]#[N:28]. The yield is 0.960.